This data is from Reaction yield outcomes from USPTO patents with 853,638 reactions. The task is: Predict the reaction yield, written as a fraction of the theoretical maximum amount of product (1.0 means a 100% yield; for example, 0.34 means a 34% yield). (1) The reactants are [NH2:1][C:2]1[N:7]=[CH:6][C:5]([CH:8]2[CH2:13][CH2:12][N:11]([C:14]([O:16][C:17]([CH3:20])([CH3:19])[CH3:18])=[O:15])[CH2:10][CH2:9]2)=[CH:4][CH:3]=1.Br[C:22]1[C:23](=[O:30])[N:24]([CH3:29])[CH:25]=[C:26]([Br:28])[CH:27]=1.C(=O)([O-])[O-].[Cs+].[Cs+].CC1(C)C2C(=C(P(C3C=CC=CC=3)C3C=CC=CC=3)C=CC=2)OC2C(P(C3C=CC=CC=3)C3C=CC=CC=3)=CC=CC1=2. The catalyst is C1C=CC(/C=C/C(/C=C/C2C=CC=CC=2)=O)=CC=1.C1C=CC(/C=C/C(/C=C/C2C=CC=CC=2)=O)=CC=1.C1C=CC(/C=C/C(/C=C/C2C=CC=CC=2)=O)=CC=1.[Pd].[Pd].O1CCOCC1. The product is [Br:28][C:26]1[CH:27]=[C:22]([NH:1][C:2]2[N:7]=[CH:6][C:5]([CH:8]3[CH2:13][CH2:12][N:11]([C:14]([O:16][C:17]([CH3:20])([CH3:19])[CH3:18])=[O:15])[CH2:10][CH2:9]3)=[CH:4][CH:3]=2)[C:23](=[O:30])[N:24]([CH3:29])[CH:25]=1. The yield is 0.560. (2) The reactants are [F:1][C:2]1[CH:3]=[C:4]([CH2:16][C:17]([O:19][CH3:20])=[O:18])[CH:5]=[CH:6][C:7]=1OS(C(F)(F)F)(=O)=O.C([O-])(=O)C.[K+].[B:26]1([B:26]2[O:30][C:29]([CH3:32])([CH3:31])[C:28]([CH3:34])([CH3:33])[O:27]2)[O:30][C:29]([CH3:32])([CH3:31])[C:28]([CH3:34])([CH3:33])[O:27]1. The catalyst is O1CCOCC1.C1(P(C2C=CC=CC=2)[C-]2C=CC=C2)C=CC=CC=1.[C-]1(P(C2C=CC=CC=2)C2C=CC=CC=2)C=CC=C1.[Fe+2].C1C=CC(P(C2C=CC=CC=2)[C-]2C=CC=C2)=CC=1.C1C=CC(P(C2C=CC=CC=2)[C-]2C=CC=C2)=CC=1.Cl[Pd]Cl.[Fe+2].C(Cl)Cl. The product is [F:1][C:2]1[CH:3]=[C:4]([CH2:16][C:17]([O:19][CH3:20])=[O:18])[CH:5]=[CH:6][C:7]=1[B:26]1[O:30][C:29]([CH3:32])([CH3:31])[C:28]([CH3:34])([CH3:33])[O:27]1. The yield is 0.790. (3) The reactants are Cl[C:2]1[N:6]([CH3:7])[C:5]2[C:8]([CH:15]([CH2:18][CH3:19])[CH2:16][CH3:17])=[CH:9][CH:10]=[C:11]([O:12][CH2:13][CH3:14])[C:4]=2[N:3]=1.[Br:20][C:21]1[CH:26]=[C:25]([Cl:27])[CH:24]=[CH:23][C:22]=1[OH:28].C(=O)([O-])[O-].[K+].[K+].CN(C)C=O. The catalyst is O. The product is [Br:20][C:21]1[CH:26]=[C:25]([Cl:27])[CH:24]=[CH:23][C:22]=1[O:28][C:2]1[N:6]([CH3:7])[C:5]2[C:8]([CH:15]([CH2:18][CH3:19])[CH2:16][CH3:17])=[CH:9][CH:10]=[C:11]([O:12][CH2:13][CH3:14])[C:4]=2[N:3]=1. The yield is 0.0300.